This data is from Forward reaction prediction with 1.9M reactions from USPTO patents (1976-2016). The task is: Predict the product of the given reaction. (1) Given the reactants Br[C:2]1[CH:3]=[CH:4][C:5]([NH:8][C:9](=[O:26])[CH:10]([NH:14][C:15](=[O:25])[CH2:16][C:17]2[CH:22]=[C:21]([F:23])[CH:20]=[C:19]([F:24])[CH:18]=2)[CH2:11][CH2:12][CH3:13])=[N:6][CH:7]=1.[CH3:27][C:28](=[O:32])[CH:29]=[CH:30][CH3:31].C(N(C(C)C)CC)(C)C.C1(C)C=CC=CC=1P(C1C=CC=CC=1C)C1C=CC=CC=1C, predict the reaction product. The product is: [CH3:31][C:30]([C:2]1[CH:3]=[CH:4][C:5]([NH:8][C:9](=[O:26])[CH:10]([NH:14][C:15](=[O:25])[CH2:16][C:17]2[CH:22]=[C:21]([F:23])[CH:20]=[C:19]([F:24])[CH:18]=2)[CH2:11][CH2:12][CH3:13])=[N:6][CH:7]=1)=[CH:29][C:28](=[O:32])[CH3:27]. (2) Given the reactants [CH:1]1([C:4]2[C:5]([O:25][CH2:26][C:27]([F:30])([F:29])[F:28])=[CH:6][C:7]([C:10]([NH:12][CH:13]([C:21]([CH3:24])([CH3:23])[CH3:22])[C:14]([O:16]C(C)(C)C)=[O:15])=[O:11])=[N:8][CH:9]=2)[CH2:3][CH2:2]1.FC(F)(F)C(O)=O, predict the reaction product. The product is: [CH:1]1([C:4]2[C:5]([O:25][CH2:26][C:27]([F:30])([F:28])[F:29])=[CH:6][C:7]([C:10]([NH:12][CH:13]([C:21]([CH3:24])([CH3:23])[CH3:22])[C:14]([OH:16])=[O:15])=[O:11])=[N:8][CH:9]=2)[CH2:3][CH2:2]1. (3) Given the reactants [CH3:1][O:2][C:3]1[CH:4]=[C:5]([CH:7]=[CH:8][C:9]=1[N:10]1[CH2:15][CH2:14][CH:13]([N:16]2[CH2:21][CH2:20][N:19]([CH3:22])[CH2:18][CH2:17]2)[CH2:12][CH2:11]1)[NH2:6].CS(O)(=O)=O.Cl[C:29]1[N:34]=[CH:33][C:32]([I:35])=[CH:31][N:30]=1.C(=O)([O-])O.[Na+], predict the reaction product. The product is: [I:35][C:32]1[CH:31]=[N:30][C:29]([NH:6][C:5]2[CH:7]=[CH:8][C:9]([N:10]3[CH2:15][CH2:14][CH:13]([N:16]4[CH2:17][CH2:18][N:19]([CH3:22])[CH2:20][CH2:21]4)[CH2:12][CH2:11]3)=[C:3]([O:2][CH3:1])[CH:4]=2)=[N:34][CH:33]=1.